Dataset: HIV replication inhibition screening data with 41,000+ compounds from the AIDS Antiviral Screen. Task: Binary Classification. Given a drug SMILES string, predict its activity (active/inactive) in a high-throughput screening assay against a specified biological target. (1) The result is 0 (inactive). The molecule is CCCCCCCC(=O)OCC1OC(n2cc(F)c(=O)[nH]c2=O)C(N)C(O)C1O. (2) The drug is COC(=O)C1C=CCON2CCc3c(n(S(=O)(=O)c4ccccc4)c4ccccc34)C12. The result is 0 (inactive). (3) The drug is N#Cc1c(C#N)c(-c2ccccc2)n(-c2ccccc2)c1N. The result is 0 (inactive). (4) The result is 1 (active). The compound is O=[N+]([O-])c1ccc2occ3c2c1CCC3.